This data is from Catalyst prediction with 721,799 reactions and 888 catalyst types from USPTO. The task is: Predict which catalyst facilitates the given reaction. (1) Reactant: [Br:1][C:2]1[CH:3]=[C:4]2[C:9](=[CH:10][CH:11]=1)[C:8](=[O:12])O[CH:6]=[C:5]2[C:13]([O:15][CH3:16])=[O:14].[N:17]1[CH:22]=[CH:21][C:20]([CH2:23][NH2:24])=[CH:19][CH:18]=1. Product: [Br:1][C:2]1[CH:3]=[C:4]2[C:9](=[CH:10][CH:11]=1)[C:8](=[O:12])[N:24]([CH2:23][C:20]1[CH:21]=[CH:22][N:17]=[CH:18][CH:19]=1)[CH:6]=[C:5]2[C:13]([O:15][CH3:16])=[O:14]. The catalyst class is: 5. (2) Reactant: [CH2:1]([NH:4][C:5]1[C:14]2[C:9](=[CH:10][CH:11]=[C:12]([Cl:18])[C:13]=2[N+]([O-])=O)[N:8]=[C:7](Cl)[N:6]=1)[CH:2]=[CH2:3].[CH2:20]([NH:23][CH2:24][CH:25]=[CH2:26])[CH:21]=[CH2:22]. Product: [CH2:1]([NH:4][C:5]1[C:14]2[C:9](=[CH:10][CH:11]=[C:12]([Cl:18])[CH:13]=2)[N:8]=[C:7]([N:23]([CH2:24][CH:25]=[CH2:26])[CH2:20][CH:21]=[CH2:22])[N:6]=1)[CH:2]=[CH2:3]. The catalyst class is: 6. (3) Reactant: CS(O[CH2:6][CH:7]1[CH2:10][N:9]([CH:11]([C:18]2[CH:23]=[CH:22][CH:21]=[CH:20][CH:19]=2)[C:12]2[CH:17]=[CH:16][CH:15]=[CH:14][CH:13]=2)[CH2:8]1)(=O)=O.[F:24][C:25]1[CH:30]=[CH:29][CH:28]=[CH:27][C:26]=1[S:31]([O-:33])=[O:32].[Na+].[I-].[Na+]. Product: [C:18]1([CH:11]([C:12]2[CH:17]=[CH:16][CH:15]=[CH:14][CH:13]=2)[N:9]2[CH2:8][CH:7]([CH2:6][S:31]([C:26]3[CH:27]=[CH:28][CH:29]=[CH:30][C:25]=3[F:24])(=[O:33])=[O:32])[CH2:10]2)[CH:23]=[CH:22][CH:21]=[CH:20][CH:19]=1. The catalyst class is: 9. (4) Reactant: [CH2:1]([O:8][C:9]1[CH:15]=[CH:14][C:12]([NH2:13])=[CH:11][CH:10]=1)[C:2]1[CH:7]=[CH:6][CH:5]=[CH:4][CH:3]=1.[CH3:16][O:17][CH:18]([O:21][CH3:22])[CH2:19]Br.C(=O)([O-])[O-].[K+].[K+]. Product: [CH2:1]([O:8][C:9]1[CH:10]=[CH:11][C:12]([NH:13][CH2:19][CH:18]([O:21][CH3:22])[O:17][CH3:16])=[CH:14][CH:15]=1)[C:2]1[CH:3]=[CH:4][CH:5]=[CH:6][CH:7]=1. The catalyst class is: 9.